Dataset: Reaction yield outcomes from USPTO patents with 853,638 reactions. Task: Predict the reaction yield, written as a fraction of the theoretical maximum amount of product (1.0 means a 100% yield; for example, 0.34 means a 34% yield). (1) The reactants are P(Cl)(Cl)([Cl:3])=O.[CH3:6][O:7][CH2:8][C:9]1[CH2:10][C:11](=O)[N:12]([CH3:14])[N:13]=1.CN(C)[CH:18]=[O:19]. No catalyst specified. The product is [Cl:3][C:11]1[N:12]([CH3:14])[N:13]=[C:9]([CH2:8][O:7][CH3:6])[C:10]=1[CH:18]=[O:19]. The yield is 0.570. (2) The reactants are [Cl:1][C:2]1[CH:3]=[CH:4][C:5]([O:19][CH3:20])=[C:6]([C:8]2[N:9]=[C:10]([CH3:18])[S:11][C:12]=2[C:13]([O:15]CC)=[O:14])[CH:7]=1.[OH-].[K+].Cl. The catalyst is C1COCC1.O. The product is [Cl:1][C:2]1[CH:3]=[CH:4][C:5]([O:19][CH3:20])=[C:6]([C:8]2[N:9]=[C:10]([CH3:18])[S:11][C:12]=2[C:13]([OH:15])=[O:14])[CH:7]=1. The yield is 0.950. (3) The reactants are [NH2:1][C:2]1[CH:7]=[C:6]([CH3:8])[CH:5]=[CH:4][C:3]=1[OH:9].CCN(CC)CC.C1C([N+]([O-])=O)=CC=C([Cl-][C:27]([O-])=[O:28])C=1. The catalyst is C(Cl)Cl. The product is [CH3:8][C:6]1[CH:5]=[CH:4][C:3]2[O:9][C:27](=[O:28])[NH:1][C:2]=2[CH:7]=1. The yield is 0.750. (4) The reactants are Br[C:2]1[N:6]2[CH2:7][CH2:8][CH2:9][N:10]([CH3:12])[CH2:11][C:5]2=[C:4]([C:13]([NH:15][C@@H:16]([CH2:21][CH:22]([CH3:24])[CH3:23])[C:17]([NH:19][CH3:20])=[O:18])=[O:14])[N:3]=1.C(=O)([O-])[O-].[K+].[K+].[F:31][C:32]1[CH:37]=[C:36]([Cl:38])[CH:35]=[CH:34][C:33]=1B(O)O. The catalyst is O1CCOCC1.O.C1(P(C2C=CC=CC=2)C2C=CC=CC=2)C=CC=CC=1.C1(P(C2C=CC=CC=2)C2C=CC=CC=2)C=CC=CC=1.C1(P(C2C=CC=CC=2)C2C=CC=CC=2)C=CC=CC=1.C1(P(C2C=CC=CC=2)C2C=CC=CC=2)C=CC=CC=1.[Pd].[Pd]. The product is [Cl:38][C:36]1[CH:35]=[CH:34][C:33]([C:2]2[N:6]3[CH2:7][CH2:8][CH2:9][N:10]([CH3:12])[CH2:11][C:5]3=[C:4]([C:13]([NH:15][C@@H:16]([CH2:21][CH:22]([CH3:24])[CH3:23])[C:17]([NH:19][CH3:20])=[O:18])=[O:14])[N:3]=2)=[C:32]([F:31])[CH:37]=1. The yield is 0.400. (5) The reactants are [CH:1]([C:4]1[CH:9]=[CH:8][C:7]([C:10]2[C:14]3[C:15]([CH3:21])=[C:16]([CH3:20])[C:17]([CH3:19])=[CH:18][C:13]=3[O:12][CH:11]=2)=[CH:6][CH:5]=1)([CH3:3])[CH3:2]. The catalyst is CO. The product is [CH:1]([C:4]1[CH:5]=[CH:6][C:7]([CH:10]2[C:14]3[C:15]([CH3:21])=[C:16]([CH3:20])[C:17]([CH3:19])=[CH:18][C:13]=3[O:12][CH2:11]2)=[CH:8][CH:9]=1)([CH3:3])[CH3:2]. The yield is 0.740. (6) The reactants are [CH2:1]([C:3]1[C:4]([CH3:10])=[N+:5]([O-:9])[CH:6]=[CH:7][CH:8]=1)[CH3:2].S(=O)(=O)(O)O.[N+:16]([O-])([OH:18])=[O:17]. No catalyst specified. The product is [CH2:1]([C:3]1[C:4]([CH3:10])=[N+:5]([O-:9])[CH:6]=[CH:7][C:8]=1[N+:16]([O-:18])=[O:17])[CH3:2]. The yield is 0.345.